This data is from Forward reaction prediction with 1.9M reactions from USPTO patents (1976-2016). The task is: Predict the product of the given reaction. (1) Given the reactants C([O:8][CH2:9][CH:10]([CH2:19][O:20][Si:21]([CH3:27])([CH3:26])[C:22]([CH3:25])([CH3:24])[CH3:23])[O:11][Si:12]([CH3:18])([CH3:17])[C:13]([CH3:16])([CH3:15])[CH3:14])C1C=CC=CC=1, predict the reaction product. The product is: [Si:12]([O:11][CH:10]([CH2:19][O:20][Si:21]([C:22]([CH3:25])([CH3:24])[CH3:23])([CH3:26])[CH3:27])[CH2:9][OH:8])([C:13]([CH3:16])([CH3:15])[CH3:14])([CH3:18])[CH3:17]. (2) Given the reactants [O:1]=[C:2]1[C:6]([C:13]2[CH:18]=[CH:17][CH:16]=[CH:15][CH:14]=2)([C:7]2[CH:12]=[CH:11][CH:10]=[CH:9][CH:8]=2)[CH2:5][CH2:4][N:3]1[CH2:19][C:20]([OH:22])=O.FC1C=CC(C2(C3C=CC(F)=CC=3)CCN(CC(O)=O)C2=O)=CC=1.O[NH:48]/[C:49](=[N:57]\[H])/[C:50]1[CH:55]=[CH:54][C:53]([CH3:56])=[CH:52][CH:51]=1.ON/C(=N\[H])/C1C=CC(C(F)(F)F)=CC=1, predict the reaction product. The product is: [CH3:56][C:53]1[CH:54]=[CH:55][C:50]([C:49]2[N:57]=[C:20]([CH2:19][N:3]3[CH2:4][CH2:5][C:6]([C:13]4[CH:14]=[CH:15][CH:16]=[CH:17][CH:18]=4)([C:7]4[CH:8]=[CH:9][CH:10]=[CH:11][CH:12]=4)[C:2]3=[O:1])[O:22][N:48]=2)=[CH:51][CH:52]=1. (3) Given the reactants [CH:1]1([C:6]#[C:7][C:8]#[N:9])[CH2:5][CH2:4][CH2:3][CH2:2]1.[NH:10]1[CH:14]=[C:13]([C:15]2[C:16]3[CH:23]=[CH:22][N:21](COCC[Si](C)(C)C)[C:17]=3[N:18]=[CH:19][N:20]=2)[CH:12]=[N:11]1.C1CCN2C(=NCCC2)CC1, predict the reaction product. The product is: [C:1]1(=[C:6]([N:10]2[CH:14]=[C:13]([C:15]3[C:16]4[CH:23]=[CH:22][NH:21][C:17]=4[N:18]=[CH:19][N:20]=3)[CH:12]=[N:11]2)[CH2:7][C:8]#[N:9])[CH2:5][CH2:4][CH2:3][CH2:2]1. (4) Given the reactants [Cl:1][C:2]1[N:3]([C:11]2[CH:16]=[CH:15][C:14]([O:17][CH2:18][CH2:19][CH2:20]Cl)=[CH:13][CH:12]=2)[N:4]=[C:5]2[C:10]=1[CH:9]=[CH:8][CH:7]=[CH:6]2.[CH3:22][NH2:23], predict the reaction product. The product is: [ClH:1].[Cl:1][C:2]1[N:3]([C:11]2[CH:16]=[CH:15][C:14]([O:17][CH2:18][CH2:19][CH2:20][NH:23][CH3:22])=[CH:13][CH:12]=2)[N:4]=[C:5]2[C:10]=1[CH:9]=[CH:8][CH:7]=[CH:6]2. (5) The product is: [F:20][C:21]1[CH:26]=[CH:25][CH:24]=[CH:23][C:22]=1[C:2]1[C:12]2[O:11][CH2:10][CH2:9][N:8]([C:13]([O:15][C:16]([CH3:19])([CH3:18])[CH3:17])=[O:14])[CH2:7][C:6]=2[CH:5]=[CH:4][CH:3]=1. Given the reactants Br[C:2]1[C:12]2[O:11][CH2:10][CH2:9][N:8]([C:13]([O:15][C:16]([CH3:19])([CH3:18])[CH3:17])=[O:14])[CH2:7][C:6]=2[CH:5]=[CH:4][CH:3]=1.[F:20][C:21]1[CH:26]=[CH:25][CH:24]=[CH:23][C:22]=1B(O)O.O, predict the reaction product. (6) Given the reactants C[O:2][C:3]([C@@H:5]1[CH2:9][C@@H:8]([S:10]([CH3:13])(=[O:12])=[O:11])[CH2:7][N:6]1[C:14]1[N:15]([C:20]2[CH:25]=[CH:24][N:23]=[C:22]([Cl:26])[CH:21]=2)[N:16]=[C:17]([CH3:19])[CH:18]=1)=[O:4].[OH-].[Li+], predict the reaction product. The product is: [Cl:26][C:22]1[CH:21]=[C:20]([N:15]2[C:14]([N:6]3[CH2:7][C@H:8]([S:10]([CH3:13])(=[O:12])=[O:11])[CH2:9][C@H:5]3[C:3]([OH:4])=[O:2])=[CH:18][C:17]([CH3:19])=[N:16]2)[CH:25]=[CH:24][N:23]=1. (7) Given the reactants C(OC([N:8]1[C:13]2[CH:14]=[C:15]([Cl:24])[C:16]([C:18]3[CH:19]=[N:20][CH:21]=[CH:22][CH:23]=3)=[CH:17][C:12]=2[O:11][CH:10]([C:25]([N:27]2[CH2:32][CH2:31][C:30]([C:41]#[N:42])([CH2:33][C:34]3[CH:39]=[CH:38][C:37]([F:40])=[CH:36][CH:35]=3)[CH2:29][CH2:28]2)=[O:26])[CH2:9]1)=O)(C)(C)C.[OH-].[Na+], predict the reaction product. The product is: [Cl:24][C:15]1[C:16]([C:18]2[CH:19]=[N:20][CH:21]=[CH:22][CH:23]=2)=[CH:17][C:12]2[O:11][CH:10]([C:25]([N:27]3[CH2:32][CH2:31][C:30]([CH2:33][C:34]4[CH:39]=[CH:38][C:37]([F:40])=[CH:36][CH:35]=4)([C:41]#[N:42])[CH2:29][CH2:28]3)=[O:26])[CH2:9][NH:8][C:13]=2[CH:14]=1. (8) Given the reactants Cl[C:2]1[N:12]=[C:11]([NH:13][C:14]2[CH:19]=[CH:18][C:17]([N:20]3[CH2:25][CH2:24][N:23]([C:26]([O:28][C:29]([CH3:32])([CH3:31])[CH3:30])=[O:27])[CH2:22][CH2:21]3)=[CH:16][C:15]=2[O:33][CH3:34])[C:5]2[C:6](=[O:10])[NH:7][N:8]=[CH:9][C:4]=2[CH:3]=1.[NH2:35][C:36]1[S:37][CH:38]=[CH:39][N:40]=1.CC1C2OC3C(=CC=CC=3)CC=2C(P(C2C=CC=CC=2)C2C=CC=CC=2)=C(P(C2C=CC=CC=2)C2C=CC=CC=2)C=1C.CC(C)([O-])C.[K+], predict the reaction product. The product is: [C:29]([O:28][C:26]([N:23]1[CH2:24][CH2:25][N:20]([C:17]2[CH:18]=[CH:19][C:14]([NH:13][C:11]3[C:5]4[C:6](=[O:10])[NH:7][N:8]=[CH:9][C:4]=4[CH:3]=[C:2]([NH:35][C:36]4[S:37][CH:38]=[CH:39][N:40]=4)[N:12]=3)=[C:15]([O:33][CH3:34])[CH:16]=2)[CH2:21][CH2:22]1)=[O:27])([CH3:32])([CH3:31])[CH3:30]. (9) Given the reactants [Cl:1][C:2]1[C:3]([C:20]([OH:22])=O)=[C:4]([NH:11][C:12]2[CH:17]=[CH:16][C:15]([I:18])=[CH:14][C:13]=2[F:19])[N:5]2[C:10]=1[CH:9]=[CH:8][N:7]=[CH:6]2.[CH3:23][C:24]1([CH3:32])[O:28][C@@H:27]([CH2:29][O:30][NH2:31])[CH2:26][O:25]1.C1C=CC2N(O)N=NC=2C=1.CCN=C=NCCCN(C)C.Cl.CCN(C(C)C)C(C)C, predict the reaction product. The product is: [CH3:23][C:24]1([CH3:32])[O:28][C@@H:27]([CH2:29][O:30][NH:31][C:20]([C:3]2[C:2]([Cl:1])=[C:10]3[CH:9]=[CH:8][N:7]=[CH:6][N:5]3[C:4]=2[NH:11][C:12]2[CH:17]=[CH:16][C:15]([I:18])=[CH:14][C:13]=2[F:19])=[O:22])[CH2:26][O:25]1.